This data is from Forward reaction prediction with 1.9M reactions from USPTO patents (1976-2016). The task is: Predict the product of the given reaction. The product is: [F:1][C:2]1[CH:3]=[C:4]2[C:8](=[CH:9][C:10]=1[NH:11][C:12](=[O:13])[C:14]([OH:16])([CH3:15])[CH3:23])[NH:7][C:6](=[O:20])[CH2:5]2. Given the reactants [F:1][C:2]1[CH:3]=[C:4]2[C:8](=[CH:9][C:10]=1[NH:11][C:12]([CH:14]([O:16]C(=O)C)[CH3:15])=[O:13])[NH:7][C:6](=[O:20])[CH2:5]2.[OH-].[Na+].[CH3:23]O, predict the reaction product.